From a dataset of Full USPTO retrosynthesis dataset with 1.9M reactions from patents (1976-2016). Predict the reactants needed to synthesize the given product. (1) Given the product [CH2:1]([C:3]1[CH:24]=[CH:23][CH:22]=[C:21]([CH3:25])[C:4]=1[CH2:5][NH:6][C:7]1[C:12]2[N:13]=[C:14]([CH3:17])[N:15]([CH3:16])[C:11]=2[CH:10]=[C:9]([C:18]([NH2:31])=[O:20])[N:8]=1)[CH3:2], predict the reactants needed to synthesize it. The reactants are: [CH2:1]([C:3]1[CH:24]=[CH:23][CH:22]=[C:21]([CH3:25])[C:4]=1[CH2:5][NH:6][C:7]1[C:12]2[N:13]=[C:14]([CH3:17])[N:15]([CH3:16])[C:11]=2[CH:10]=[C:9]([C:18]([OH:20])=O)[N:8]=1)[CH3:2].F[B-](F)(F)F.[N:31]1(OC(N(C)C)=[N+](C)C)C2C=CC=CC=2N=N1.N.O. (2) Given the product [CH3:20][N:19]([CH3:21])[CH2:18][CH2:17][NH:16][C:14](=[O:15])[C:13]1[CH:22]=[CH:23][C:10]([NH:3][CH2:1][CH3:2])=[C:11]([N+:24]([O-:26])=[O:25])[CH:12]=1, predict the reactants needed to synthesize it. The reactants are: [CH2:1]([NH2:3])[CH3:2].C1COCC1.Cl[C:10]1[CH:23]=[CH:22][C:13]([C:14]([NH:16][CH2:17][CH2:18][N:19]([CH3:21])[CH3:20])=[O:15])=[CH:12][C:11]=1[N+:24]([O-:26])=[O:25]. (3) Given the product [F:32][C:33]([F:46])([F:47])[C:34]1[CH:35]=[C:11]([CH:39]=[C:40]([C:42]([F:43])([F:44])[F:45])[CH:41]=1)[CH2:10][S:9][CH2:8][CH:7]([N:13]1[CH2:18][CH2:17][N:16]([S:19]([C:22]2[CH:27]=[CH:26][C:25]([CH3:28])=[CH:24][CH:23]=2)(=[O:21])=[O:20])[CH2:15][CH2:14]1)[C:1]1[CH:6]=[CH:5][CH:4]=[CH:3][CH:2]=1, predict the reactants needed to synthesize it. The reactants are: [C:1]1([CH:7]([N:13]2[CH2:18][CH2:17][N:16]([S:19]([C:22]3[CH:27]=[CH:26][C:25]([CH3:28])=[CH:24][CH:23]=3)(=[O:21])=[O:20])[CH2:15][CH2:14]2)[CH2:8][S:9][C:10](=O)[CH3:11])[CH:6]=[CH:5][CH:4]=[CH:3][CH:2]=1.C[O-].[Na+].[F:32][C:33]([F:47])([F:46])[C:34]1[CH:35]=C([CH:39]=[C:40]([C:42]([F:45])([F:44])[F:43])[CH:41]=1)CBr. (4) Given the product [CH2:1]([N:5]1[C:13]2[N:12]=[C:11]([C:14]([F:15])([F:16])[F:17])[NH:10][C:9]=2[C:8](=[O:18])[N:7]([CH2:19][CH2:20][CH2:21][CH2:22][C:23]2[O:24][N:36]=[C:28]([C:29]3[CH:34]=[CH:33][CH:32]=[CH:31][CH:30]=3)[N:35]=2)[C:6]1=[O:27])[CH2:2][CH2:3][CH3:4], predict the reactants needed to synthesize it. The reactants are: [CH2:1]([N:5]1[C:13]2[N:12]=[C:11]([C:14]([F:17])([F:16])[F:15])[NH:10][C:9]=2[C:8](=[O:18])[N:7]([CH2:19][CH2:20][CH2:21][CH2:22][C:23](OC)=[O:24])[C:6]1=[O:27])[CH2:2][CH2:3][CH3:4].[C:28](=[N:36]O)([NH2:35])[C:29]1[CH:34]=[CH:33][CH:32]=[CH:31][CH:30]=1.CC[O-].[Na+]. (5) The reactants are: [Mg].Br[CH2:3][C:4]1[CH:9]=[C:8]([Cl:10])[CH:7]=[CH:6][C:5]=1[F:11].[F:12][CH:13]1[C:18](=[O:19])[CH2:17][CH2:16][N:15]([C:20]([O:22][C:23]([CH3:26])([CH3:25])[CH3:24])=[O:21])[CH2:14]1. Given the product [Cl:10][C:8]1[CH:7]=[CH:6][C:5]([F:11])=[C:4]([CH:9]=1)[CH2:3][C:18]1([OH:19])[CH2:17][CH2:16][N:15]([C:20]([O:22][C:23]([CH3:24])([CH3:26])[CH3:25])=[O:21])[CH2:14][CH:13]1[F:12], predict the reactants needed to synthesize it. (6) The reactants are: [CH2:1]([C:6]1[C:10]2[CH:11]=[CH:12][CH:13]=[CH:14][C:9]=2[O:8][C:7]=1[C:15]1[CH:16]=[C:17]2[C:22](=[CH:23][CH:24]=1)[CH:21]=[C:20]([O:25][CH2:26][C:27]#[N:28])[CH:19]=[CH:18]2)[CH2:2][CH2:3][CH2:4][CH3:5].[N-:29]=[N+:30]=[N-:31].[Na+].[Cl-].[NH4+]. Given the product [CH2:1]([C:6]1[C:10]2[CH:11]=[CH:12][CH:13]=[CH:14][C:9]=2[O:8][C:7]=1[C:15]1[CH:16]=[C:17]2[C:22](=[CH:23][CH:24]=1)[CH:21]=[C:20]([O:25][CH2:26][C:27]1[NH:31][N:30]=[N:29][N:28]=1)[CH:19]=[CH:18]2)[CH2:2][CH2:3][CH2:4][CH3:5], predict the reactants needed to synthesize it.